This data is from Retrosynthesis with 50K atom-mapped reactions and 10 reaction types from USPTO. The task is: Predict the reactants needed to synthesize the given product. (1) Given the product COc1cc(C(F)(F)F)c2nc(C(=O)N3CCC(N4CCOC4=O)CC3)c(Cl)n2c1, predict the reactants needed to synthesize it. The reactants are: COC(=O)c1nc2c(C(F)(F)F)cc(OC)cn2c1Cl.O=C1OCCN1C1CCNCC1. (2) Given the product Cn1c(Cl)cc(C(N)=O)c1Cl, predict the reactants needed to synthesize it. The reactants are: CN(C)C(On1nnc2ccccc21)=[N+](C)C.Cn1c(Cl)cc(C(=O)O)c1Cl. (3) Given the product CC(C)[Si](OC1CCC=Cc2cccnc21)(C(C)C)C(C)C, predict the reactants needed to synthesize it. The reactants are: C=CCCC(O[Si](C(C)C)(C(C)C)C(C)C)c1ncccc1C=C. (4) The reactants are: CCOC(=O)c1cc(Cl)c(N2CCC(C(=O)NS(=O)(=O)Cc3ccccc3)CC2)nc1CN1CCCC1=O. Given the product O=C(O)c1cc(Cl)c(N2CCC(C(=O)NS(=O)(=O)Cc3ccccc3)CC2)nc1CN1CCCC1=O, predict the reactants needed to synthesize it. (5) Given the product O=C(O)Cc1ccc(C2=CCCCC2)cc1, predict the reactants needed to synthesize it. The reactants are: CCOC(=O)Cc1ccc(C2=CCCCC2)cc1.